Predict the reaction yield, written as a fraction of the theoretical maximum amount of product (1.0 means a 100% yield; for example, 0.34 means a 34% yield). From a dataset of Reaction yield outcomes from USPTO patents with 853,638 reactions. The yield is 0.510. The reactants are [CH3:1][S:2]([C:5]1[CH:6]=[C:7]([C:14]([OH:16])=O)[S:8][C:9]=1[O:10][CH2:11][CH2:12][CH3:13])(=[O:4])=[O:3].C1COCC1.C(N(CC)CC)C.[NH2:29][C:30]1[S:31][CH:32]=[CH:33][N:34]=1. The catalyst is S(Cl)(Cl)=O. The product is [S:31]1[CH:32]=[CH:33][N:34]=[C:30]1[NH:29][C:14]([C:7]1[S:8][C:9]([O:10][CH2:11][CH2:12][CH3:13])=[C:5]([S:2]([CH3:1])(=[O:3])=[O:4])[CH:6]=1)=[O:16].